This data is from Forward reaction prediction with 1.9M reactions from USPTO patents (1976-2016). The task is: Predict the product of the given reaction. (1) Given the reactants C[O:2][C:3](=[O:35])[CH2:4][CH2:5][CH2:6][CH2:7][CH2:8][NH:9][C:10]1[C:11]2[C:18]([C:19]3[CH:24]=[CH:23][C:22]([O:25][CH3:26])=[CH:21][CH:20]=3)=[C:17]([C:27]3[CH:32]=[CH:31][CH:30]=[CH:29][C:28]=3[CH2:33][CH3:34])[O:16][C:12]=2[N:13]=[CH:14][N:15]=1.[OH-].[Na+].Cl.C(OCC)(=O)C, predict the reaction product. The product is: [CH2:33]([C:28]1[CH:29]=[CH:30][CH:31]=[CH:32][C:27]=1[C:17]1[O:16][C:12]2[N:13]=[CH:14][N:15]=[C:10]([NH:9][CH2:8][CH2:7][CH2:6][CH2:5][CH2:4][C:3]([OH:35])=[O:2])[C:11]=2[C:18]=1[C:19]1[CH:24]=[CH:23][C:22]([O:25][CH3:26])=[CH:21][CH:20]=1)[CH3:34]. (2) Given the reactants [CH3:1][C:2]1[N:3]=[C:4]2[C:9]([CH3:10])=[CH:8][C:7]([C:11]3[CH:16]=[CH:15][CH:14]=[CH:13][C:12]=3[C:17]([F:20])([F:19])[F:18])=[N:6][N:5]2[C:21]=1[C:22](O)=[O:23].CN(C(ON1[N:41]=[N:40][C:35]2[CH:36]=[CH:37][CH:38]=[N:39]C1=2)=[N+](C)C)C.F[P-](F)(F)(F)(F)F.C(N(C(C)C)CC)(C)C.Cl.NC1N=NC=CC=1.C([O-])(O)=O.[Na+], predict the reaction product. The product is: [CH3:1][C:2]1[N:3]=[C:4]2[C:9]([CH3:10])=[CH:8][C:7]([C:11]3[CH:16]=[CH:15][CH:14]=[CH:13][C:12]=3[C:17]([F:20])([F:18])[F:19])=[N:6][N:5]2[C:21]=1[C:22]([NH:39][C:38]1[N:41]=[N:40][CH:35]=[CH:36][CH:37]=1)=[O:23]. (3) Given the reactants O[CH:2]([C:13]1[S:14][CH:15]=[CH:16][N:17]=1)[C:3]1[CH:12]=[CH:11][C:6]([C:7]([O:9][CH3:10])=[O:8])=[CH:5][CH:4]=1.C([SiH](CC)CC)C.FC(F)(F)C(O)=O, predict the reaction product. The product is: [S:14]1[CH:15]=[CH:16][N:17]=[C:13]1[CH2:2][C:3]1[CH:12]=[CH:11][C:6]([C:7]([O:9][CH3:10])=[O:8])=[CH:5][CH:4]=1. (4) The product is: [CH3:20][C:12]1[CH:17]=[CH:16][C:15]([CH:10]([C:2]2[NH:1][C:5]3=[CH:6][N:7]=[CH:8][CH:9]=[C:4]3[CH:3]=2)[OH:11])=[CH:14][CH:13]=1. Given the reactants [NH:1]1[C:5]2=[CH:6][N:7]=[CH:8][CH:9]=[C:4]2[CH:3]=[C:2]1[CH:10]=[O:11].[C:12]1([CH3:20])[CH:17]=[CH:16][C:15]([Mg]Br)=[CH:14][CH:13]=1, predict the reaction product. (5) Given the reactants [B:1]1([OH:11])[C:5]2[CH:6]=[C:7]([OH:10])[CH:8]=[CH:9][C:4]=2[CH2:3][O:2]1.C([O-])([O-])=O.[Cs+].[Cs+].[CH3:18][O:19][C:20]([C:22]1[CH:27]=[N:26][C:25](Cl)=[CH:24][N:23]=1)=[O:21].Cl, predict the reaction product. The product is: [CH3:18][O:19][C:20]([C:22]1[CH:27]=[N:26][C:25]([O:10][C:7]2[CH:8]=[CH:9][C:4]3[CH2:3][O:2][B:1]([OH:11])[C:5]=3[CH:6]=2)=[CH:24][N:23]=1)=[O:21]. (6) Given the reactants Br[CH2:2][CH2:3][CH2:4][CH2:5][CH2:6][CH2:7][O:8][CH2:9][C:10]1[C:23]2[C:24]3=[C:25]4[C:20](=[CH:21][CH:22]=2)[CH:19]=[CH:18][CH:17]=[C:16]4[CH:15]=[CH:14][C:13]3=[CH:12][CH:11]=1.[C:26]1(=[O:36])[NH:30][C:29](=[O:31])[C:28]2=[CH:32][CH:33]=[CH:34][CH:35]=[C:27]12.C(=O)([O-])[O-].[K+].[K+], predict the reaction product. The product is: [C:10]1([CH2:9][O:8][CH2:7][CH2:6][CH2:5][CH2:4][CH2:3][CH2:2][N:30]2[C:26](=[O:36])[C:27]3[C:28](=[CH:32][CH:33]=[CH:34][CH:35]=3)[C:29]2=[O:31])[C:23]2[C:24]3=[C:25]4[C:20](=[CH:21][CH:22]=2)[CH:19]=[CH:18][CH:17]=[C:16]4[CH:15]=[CH:14][C:13]3=[CH:12][CH:11]=1. (7) Given the reactants FC(F)(F)C(O)=O.[CH3:8][O:9][C:10]1[CH:11]=[C:12](/[CH:22]=[CH:23]/[C:24]2[N:45]=[C:27]3[CH:28]([CH:32]4[CH2:37][CH2:36][N:35](C(OC(C)(C)C)=O)[CH2:34][CH2:33]4)[CH2:29][CH2:30][CH2:31][N:26]3[N:25]=2)[CH:13]=[CH:14][C:15]=1[N:16]1[CH:20]=[C:19]([CH3:21])[N:18]=[CH:17]1.C(=O)(O)[O-].[Na+].C(OCC)(=O)C, predict the reaction product. The product is: [CH3:8][O:9][C:10]1[CH:11]=[C:12](/[CH:22]=[CH:23]/[C:24]2[N:45]=[C:27]3[CH:28]([CH:32]4[CH2:33][CH2:34][NH:35][CH2:36][CH2:37]4)[CH2:29][CH2:30][CH2:31][N:26]3[N:25]=2)[CH:13]=[CH:14][C:15]=1[N:16]1[CH:20]=[C:19]([CH3:21])[N:18]=[CH:17]1.